From a dataset of Reaction yield outcomes from USPTO patents with 853,638 reactions. Predict the reaction yield, written as a fraction of the theoretical maximum amount of product (1.0 means a 100% yield; for example, 0.34 means a 34% yield). (1) The reactants are C([O:3][C:4]([C:6]1[C:10]([CH3:11])=[CH:9][NH:8][C:7]=1[CH2:12][CH2:13][NH:14][CH2:15][CH2:16][NH:17][CH2:18][CH3:19])=O)C.O.[OH-].[Li+]. The catalyst is C(O)(=O)C(O)=O. The product is [CH2:18]([NH:17][CH2:16][CH2:15][N:14]1[CH2:13][CH2:12][C:7]2[NH:8][CH:9]=[C:10]([CH3:11])[C:6]=2[C:4]1=[O:3])[CH3:19]. The yield is 0.302. (2) The reactants are [Br:1][C:2]1[CH:7]=[CH:6][C:5]([CH2:8][C:9]([O:11][CH2:12][CH3:13])=[O:10])=[CH:4][CH:3]=1.C([N-]C(C)C)(C)C.[Li+].C([C:24]([O:26][CH2:27][CH3:28])=[O:25])#N. The catalyst is C1COCC1. The product is [Br:1][C:2]1[CH:3]=[CH:4][C:5]([CH:8]([C:24]([O:26][CH2:27][CH3:28])=[O:25])[C:9]([O:11][CH2:12][CH3:13])=[O:10])=[CH:6][CH:7]=1. The yield is 0.410. (3) The reactants are [O:1]=[C:2]([CH2:6][CH3:7])[C:3]([OH:5])=[O:4].S(=O)(=O)(O)O.[CH3:13][CH2:14]O. No catalyst specified. The product is [O:1]=[C:2]([CH2:6][CH3:7])[C:3]([O:5][CH2:13][CH3:14])=[O:4]. The yield is 0.980. (4) The yield is 0.800. The product is [CH2:15]([NH:18][C:2]1[C:3](=[O:14])[C:4]2[C:9]([C:10](=[O:13])[C:11]=1[Cl:12])=[CH:8][CH:7]=[CH:6][CH:5]=2)[CH:16]=[CH2:17]. The reactants are Cl[C:2]1[C:3](=[O:14])[C:4]2[C:9]([C:10](=[O:13])[C:11]=1[Cl:12])=[CH:8][CH:7]=[CH:6][CH:5]=2.[CH2:15]([NH2:18])[CH:16]=[CH2:17]. The catalyst is CCO. (5) The reactants are C([N:8]1[CH2:14][CH2:13][C:12]2[CH:15]=[CH:16][O:17][C:11]=2[CH2:10][CH2:9]1)C1C=CC=CC=1.[Cl:18]C(OC(Cl)C)=O. The catalyst is ClC(Cl)C.C(Cl)Cl.CO. The product is [ClH:18].[O:17]1[C:11]2[CH2:10][CH2:9][NH:8][CH2:14][CH2:13][C:12]=2[CH:15]=[CH:16]1. The yield is 0.870. (6) The reactants are [CH2:1]([N:3]([CH2:36][CH3:37])[CH2:4][CH2:5][CH2:6][NH:7][C:8]1[N:9]=[C:10]([C:27]2[CH:28]=[C:29]([CH:33]=[CH:34][CH:35]=2)[C:30](O)=[O:31])[C:11]2[CH:17]=[CH:16][C:15](=[O:18])[N:14]([C:19]3[C:24]([F:25])=[CH:23][CH:22]=[CH:21][C:20]=3[F:26])[C:12]=2[N:13]=1)[CH3:2].CN(C(ON1N=NC2C=CC=CC1=2)=[N+](C)C)C.F[P-](F)(F)(F)(F)F.C(N(CC)CC)C.[NH2:69][C:70]1[S:71][CH:72]=[CH:73][N:74]=1. The catalyst is CN(C=O)C. The product is [CH2:1]([N:3]([CH2:36][CH3:37])[CH2:4][CH2:5][CH2:6][NH:7][C:8]1[N:9]=[C:10]([C:27]2[CH:28]=[C:29]([CH:33]=[CH:34][CH:35]=2)[C:30]([NH:69][C:70]2[S:71][CH:72]=[CH:73][N:74]=2)=[O:31])[C:11]2[CH:17]=[CH:16][C:15](=[O:18])[N:14]([C:19]3[C:24]([F:25])=[CH:23][CH:22]=[CH:21][C:20]=3[F:26])[C:12]=2[N:13]=1)[CH3:2]. The yield is 0.580. (7) The reactants are I[C:2]1[C:10]2[C:5](=[N:6][CH:7]=[C:8]([C:11]3[CH:12]=[C:13]([N:17]4[CH2:22][CH2:21][N:20]([C:23]([O:25][C:26]([CH3:29])([CH3:28])[CH3:27])=[O:24])[CH2:19][CH2:18]4)[CH:14]=[CH:15][CH:16]=3)[CH:9]=2)[N:4]([S:30]([C:33]2[CH:39]=[CH:38][C:36]([CH3:37])=[CH:35][CH:34]=2)(=[O:32])=[O:31])[CH:3]=1.[F:40][C:41]1[CH:42]=[C:43]([CH:60]=[CH:61][CH:62]=1)[CH2:44][N:45]1[CH:49]=[C:48](C2OC(C)(C)C(C)(C)O2)[C:47]([CH3:59])=[N:46]1.C(=O)([O-])[O-].[Na+].[Na+]. The catalyst is Cl[Pd](Cl)([P](C1C=CC=CC=1)(C1C=CC=CC=1)C1C=CC=CC=1)[P](C1C=CC=CC=1)(C1C=CC=CC=1)C1C=CC=CC=1.C1(C)C=CC=CC=1.C(O)C.O. The product is [F:40][C:41]1[CH:42]=[C:43]([CH:60]=[CH:61][CH:62]=1)[CH2:44][N:45]1[CH:49]=[C:48]([C:2]2[C:10]3[C:5](=[N:6][CH:7]=[C:8]([C:11]4[CH:12]=[C:13]([N:17]5[CH2:22][CH2:21][N:20]([C:23]([O:25][C:26]([CH3:29])([CH3:28])[CH3:27])=[O:24])[CH2:19][CH2:18]5)[CH:14]=[CH:15][CH:16]=4)[CH:9]=3)[N:4]([S:30]([C:33]3[CH:39]=[CH:38][C:36]([CH3:37])=[CH:35][CH:34]=3)(=[O:32])=[O:31])[CH:3]=2)[C:47]([CH3:59])=[N:46]1. The yield is 0.596.